From a dataset of Forward reaction prediction with 1.9M reactions from USPTO patents (1976-2016). Predict the product of the given reaction. (1) Given the reactants [CH3:1][NH:2][C:3]1[CH:8]=[C:7]([C:9]2[CH:14]=[CH:13][CH:12]=[CH:11][C:10]=2[CH3:15])[C:6]([NH:16][CH3:17])=[CH:5][N:4]=1.CCN(C(C)C)C(C)C.[F:34][C:33]([F:36])([F:35])[C:32](O[C:32](=[O:37])[C:33]([F:36])([F:35])[F:34])=[O:37].CCOC(C)=O, predict the reaction product. The product is: [F:36][C:33]([F:34])([F:35])[C:32]([N:2]([CH3:1])[C:3]1[CH:8]=[C:7]([C:9]2[CH:14]=[CH:13][CH:12]=[CH:11][C:10]=2[CH3:15])[C:6]([NH:16][CH3:17])=[CH:5][N:4]=1)=[O:37]. (2) Given the reactants Cl[CH2:2][Cl:3].C(Cl)(=O)C(Cl)=O.[C:10]([C:13]1[CH:21]=[CH:20][C:16](C(O)=O)=[C:15]([CH3:22])[CH:14]=1)(=[O:12])[CH3:11], predict the reaction product. The product is: [C:10]([C:13]1[CH:21]=[CH:20][C:16]([CH2:2][Cl:3])=[C:15]([CH3:22])[CH:14]=1)(=[O:12])[CH3:11]. (3) Given the reactants [Cl-].O[NH3+:3].[C:4](=[O:7])([O-])[OH:5].[Na+].CS(C)=O.[OH:13][C:14]([CH3:50])([CH3:49])[CH2:15][O:16][C:17]1[CH:22]=[CH:21][C:20]([N:23]2[C:28](=[O:29])[C:27]([CH2:30][C:31]3[CH:36]=[CH:35][C:34]([C:37]4[C:38]([C:43]#[N:44])=[CH:39][CH:40]=[CH:41][CH:42]=4)=[CH:33][CH:32]=3)=[C:26]([CH2:45][CH2:46][CH3:47])[N:25]=[C:24]2[CH3:48])=[CH:19][CH:18]=1, predict the reaction product. The product is: [OH:13][C:14]([CH3:49])([CH3:50])[CH2:15][O:16][C:17]1[CH:22]=[CH:21][C:20]([N:23]2[C:28](=[O:29])[C:27]([CH2:30][C:31]3[CH:36]=[CH:35][C:34]([C:37]4[CH:42]=[CH:41][CH:40]=[CH:39][C:38]=4[C:43]4[NH:3][C:4](=[O:7])[O:5][N:44]=4)=[CH:33][CH:32]=3)=[C:26]([CH2:45][CH2:46][CH3:47])[N:25]=[C:24]2[CH3:48])=[CH:19][CH:18]=1. (4) Given the reactants [NH:1]1[CH2:6][CH2:5][CH:4]([CH2:7][CH2:8][C:9]#[N:10])[CH2:3][CH2:2]1.[C:11]1([CH3:29])[CH:16]=[C:15]([CH3:17])[CH:14]=[C:13]([CH3:18])[C:12]=1[S:19]([N:22]1[CH2:27][CH2:26][C:25](=O)[CH2:24][CH2:23]1)(=[O:21])=[O:20].CC(O)=O.[BH-](OC(C)=O)(OC(C)=O)OC(C)=O.[Na+], predict the reaction product. The product is: [C:11]1([CH3:29])[CH:16]=[C:15]([CH3:17])[CH:14]=[C:13]([CH3:18])[C:12]=1[S:19]([N:22]1[CH2:27][CH2:26][CH:25]([N:1]2[CH2:6][CH2:5][CH:4]([CH2:7][CH2:8][C:9]#[N:10])[CH2:3][CH2:2]2)[CH2:24][CH2:23]1)(=[O:21])=[O:20]. (5) Given the reactants [N+:1]([C:4]1[C:5](S([O-])(=O)=O)=[N:6][CH:7]=[CH:8][C:9]=1[NH2:10])([O-:3])=[O:2].[CH2:15]([NH:22][CH2:23][C:24]1[CH:29]=[CH:28][CH:27]=[CH:26][CH:25]=1)[C:16]1[CH:21]=[CH:20][CH:19]=[CH:18][CH:17]=1, predict the reaction product. The product is: [CH2:23]([N:22]([CH2:15][C:16]1[CH:21]=[CH:20][CH:19]=[CH:18][CH:17]=1)[C:5]1[C:4]([N+:1]([O-:3])=[O:2])=[C:9]([NH2:10])[CH:8]=[CH:7][N:6]=1)[C:24]1[CH:29]=[CH:28][CH:27]=[CH:26][CH:25]=1. (6) Given the reactants C([O:3][C:4](=O)[NH:5][CH:6]([CH3:18])[CH2:7][C:8]1[CH:13]=[CH:12][C:11]([C:14]([F:17])([F:16])[F:15])=[CH:10][CH:9]=1)C.O=P12OP3(OP(OP(O3)(O1)=O)(=O)O2)=O.C(OC(=O)C)C, predict the reaction product. The product is: [CH3:18][CH:6]1[CH2:7][C:8]2[C:13](=[CH:12][C:11]([C:14]([F:17])([F:16])[F:15])=[CH:10][CH:9]=2)[C:4](=[O:3])[NH:5]1. (7) Given the reactants Br[C:2]1[N:3]=[C:4]([CH:24]2[CH2:29][CH2:28][CH2:27][CH2:26][CH2:25]2)[N:5]2[C:10]3[CH:11]=[CH:12][N:13]([S:14]([C:17]4[CH:23]=[CH:22][C:20]([CH3:21])=[CH:19][CH:18]=4)(=[O:16])=[O:15])[C:9]=3[N:8]=[CH:7][C:6]=12.CC1(C)C(C)(C)OB(/[CH:38]=[CH:39]/[C:40]([O:42][CH2:43][CH3:44])=[O:41])O1.C([O-])([O-])=O.[Na+].[Na+].O, predict the reaction product. The product is: [CH:24]1([C:4]2[N:5]3[C:10]4[CH:11]=[CH:12][N:13]([S:14]([C:17]5[CH:18]=[CH:19][C:20]([CH3:21])=[CH:22][CH:23]=5)(=[O:15])=[O:16])[C:9]=4[N:8]=[CH:7][C:6]3=[C:2](/[CH:38]=[CH:39]/[C:40]([O:42][CH2:43][CH3:44])=[O:41])[N:3]=2)[CH2:29][CH2:28][CH2:27][CH2:26][CH2:25]1.